From a dataset of Cav3 T-type calcium channel HTS with 100,875 compounds. Binary Classification. Given a drug SMILES string, predict its activity (active/inactive) in a high-throughput screening assay against a specified biological target. The result is 0 (inactive). The compound is O1N=C(CC1C(=O)NNC(=O)Nc1ccc(cc1)C)c1cccnc1.